Dataset: Experimentally validated miRNA-target interactions with 360,000+ pairs, plus equal number of negative samples. Task: Binary Classification. Given a miRNA mature sequence and a target amino acid sequence, predict their likelihood of interaction. (1) The miRNA is hsa-miR-3666 with sequence CAGUGCAAGUGUAGAUGCCGA. The protein sequence of the target gene is MNKLTFHNNKAMQDRRRVCIFLPNDKSVSIIINVKILCHQLLVQVCDLLRLKDSHLFGLSVIQNNEHVYMELSQKLYKYCPKEWKKEASKVRQYEVTWGIDQFGPPMIIHFRVQYYVENGKLISDRIARYYYYWHLRKQVLHSQCVLREEAYFLLAAFALQADLGNFKRKLHHGDYFEPEAYFPAWVVSKRGKDYILKHIPNMHKDQFALTASEAYLKYIKEAVRLDDVAIHYYRLYKDKREAEGSLTLGLTMRGIQIFQNLEEEKQLLYDFPWTNVGKLVFVGKKFEILPDGLPSARKL.... Result: 0 (no interaction). (2) The miRNA is hsa-miR-627-3p with sequence UCUUUUCUUUGAGACUCACU. The protein sequence of the target gene is MLKEHPEMAEAPQQQLGIPVVKLEKELPWGRGREDPSPETFRLRFRQFRYQEAAGPQEALRELQELCRRWLRPELHTKEQILELLVLEQFLTILPREFYAWIREHGPESGKALAAMVEDLTERALEAKAVPCHRQGEQEETALCRGAWEPGIQLGPVEVKPEWGMPPGEGVQGPDPGTEEQLSQDPGDETRAFQEQALPVLQAGPGLPAVNPRDQEMAAGFFTAGSQGLGPFKDMALAFPEEEWRHVTPAQIDCFGEYVEPQDCRVSPGGGSKEKEAKPPQEDLKGALVALTSERFGEAS.... Result: 1 (interaction). (3) The miRNA is hsa-miR-1-3p with sequence UGGAAUGUAAAGAAGUAUGUAU. The protein sequence of the target gene is MESMFSSPAEAALQRETGVPGLLTPLPDLDGVYELERVAGFVRDLGCERVALQFPDQLLGDAVAVAARLEETTGSKMFILGDTAYGSCCVDVLGAEQAGAQALIHFGPACLSPPARPLPVAFVLRQRSVALELCVKAFEAQNPDPKAPVVLLSEPACAHALEALATLLRPRYLDLLVSSPAFPQPVGSLSPEPMPLERFGRRFPLAPGRRLEEYGAFYVGGSKASPDPDLDPDLSRLLLGWAPGQPFSSCCPDTGKTQDEGARAGRLRARRRYLVERARDARVVGLLAGTLGVAQHREAL.... Result: 0 (no interaction). (4) The miRNA is hsa-miR-4293 with sequence CAGCCUGACAGGAACAG. The protein sequence of the target gene is MFQQFQASCLVLFFLVGFAQQTLKPQNRKVDCNKGVTGTIYEYGALTLNGEEYIQFKQFAGKHVLFVNVAAYUGLAAQYPELNALQEELKNFGVIVLAFPCNQFGKQEPGTNSEILLGLKYVCPGSGFVPSFQLFEKGDVNGEKEQKVFTFLKNSCPPTSDLLGSSSQLFWEPMKVHDIRWNFEKFLVGPDGVPVMHWFHQAPVSTVKSDILEYLKQFNTH. Result: 0 (no interaction). (5) The miRNA is hsa-miR-4725-3p with sequence UGGGGAAGGCGUCAGUGUCGGG. The protein sequence of the target gene is MRRGGWRKRAENDGWETWGGYMAAKVQKLEEQFRSDAAMQKDGTSSTIFSGVAIYVNGYTDPSAEELRKLMMLHGGQYHVYYSRSKTTHIIATNLPNAKIKELKGEKVIRPEWIVESIKAGRLLSYIPYQLYTKQSSVQKGLSFNPVCRPEDPLPGPSNIAKQLNNRVNHIVKKIETENEVKVNGMNSWNEEDENNDFSFVDLEQTSPGRKQNGIPHPRGSTAIFNGHTPSSNGALKTQDCLVPMVNSVASRLSPAFSQEEDKAEKSSTDFRDCTLQQLQQSTRNTDALRNPHRTNSFSL.... Result: 0 (no interaction). (6) The miRNA is hsa-let-7b-5p with sequence UGAGGUAGUAGGUUGUGUGGUU. The protein sequence of the target gene is MVPGSEGPARAGSVVADVVFVIEGTANLGPYFEGLRKHYLLPAIEYFNGGPPAETDFGGDYGGTQYSLVVFNTVDCAPESYVQCHAPTSSAYEFVTWLDGIKFMGGGGESCSLIAEGLSTALQLFDDFKKMREQIGQTHRVCLLICNSPPYLLPAVESTTYSGCTTENLVQQIGERGIHFSIVSPRKLPALRLLFEKAAPPALLEPLQPPTDVSQDPRHMVLVRGLVLPVGGGSAPGPLQSKQPVPLPPAAPSGATLSAAPQQPLPPVPPQYQVPGNLSAAQVAAQNAVEAAKNQKAGLG.... Result: 1 (interaction). (7) The miRNA is mmu-miR-1983 with sequence CUCACCUGGAGCAUGUUUUCU. The protein sequence of the target gene is MAASALRGLPVAGGGESSESEDDGWEIGYLDRTSQKLKRLLPIEEKKEKFKKAMTIGDVSLVQELLDSGISVDSNFQYGWTPLMYAASVANAELVRVLLDRGANASFEKDKQSILITACSAHGSEEQILKCVELLLSRNADPNVACRRLMTPIMYAARDGHTQVVALLVAHGAEVNTQDENGYTALTWAARQGHKNIVLKLLELGANKMLQTKDGKMPSEIAKRNKHHEIFNLLSFTLNPLEGKLQQLTKEDTICKILTTDSDREKDHIFSSYTAFGDLEVFLHGLGLEHMTDLLKERDI.... Result: 0 (no interaction).